This data is from Catalyst prediction with 721,799 reactions and 888 catalyst types from USPTO. The task is: Predict which catalyst facilitates the given reaction. Reactant: C1COCC1.C([O:13][C:14]1[CH:19]=[CH:18][N:17]([C:20]2[CH:25]=[CH:24][C:23]([O:26][CH:27]3[CH2:32][CH2:31][CH2:30][CH2:29][O:28]3)=[CH:22][CH:21]=2)[C:16](=[O:33])[CH:15]=1)C1C=CC=CC=1. Product: [OH:13][C:14]1[CH:19]=[CH:18][N:17]([C:20]2[CH:21]=[CH:22][C:23]([O:26][CH:27]3[CH2:32][CH2:31][CH2:30][CH2:29][O:28]3)=[CH:24][CH:25]=2)[C:16](=[O:33])[CH:15]=1. The catalyst class is: 43.